The task is: Predict the reaction yield, written as a fraction of the theoretical maximum amount of product (1.0 means a 100% yield; for example, 0.34 means a 34% yield).. This data is from Reaction yield outcomes from USPTO patents with 853,638 reactions. (1) The reactants are [Cl:1][C:2]1[C:3]([O:12][C:13]2[CH:18]=[C:17]([OH:19])[CH:16]=[CH:15][C:14]=2/[CH:20]=[CH:21]/[C:22]([O:24][CH2:25][CH3:26])=[O:23])=[N:4][CH:5]=[C:6]([C:8]([F:11])([F:10])[F:9])[CH:7]=1.C(=O)([O-])[O-].[K+].[K+].[I-].[Na+].Cl[C:36]1[N:41]=[CH:40][CH:39]=[CH:38][N:37]=1. The catalyst is CN(C)C=O.O. The product is [Cl:1][C:2]1[C:3]([O:12][C:13]2[CH:18]=[C:17]([O:19][C:36]3[N:41]=[CH:40][CH:39]=[CH:38][N:37]=3)[CH:16]=[CH:15][C:14]=2/[CH:20]=[CH:21]/[C:22]([O:24][CH2:25][CH3:26])=[O:23])=[N:4][CH:5]=[C:6]([C:8]([F:9])([F:11])[F:10])[CH:7]=1. The yield is 0.540. (2) The reactants are [F:1][C:2]1[C:3]([NH:16][C:17]2[CH:22]=[CH:21][C:20]([I:23])=[CH:19][C:18]=2[F:24])=[C:4]([C:9]([N:11]2[CH2:14][C:13](=[O:15])[CH2:12]2)=[O:10])[CH:5]=[CH:6][C:7]=1[F:8].[F:25][C:26]([Si](C)(C)C)([F:28])[F:27].C(=O)([O-])[O-].[Cs+].[Cs+]. The catalyst is CN(C=O)C. The product is [F:1][C:2]1[C:3]([NH:16][C:17]2[CH:22]=[CH:21][C:20]([I:23])=[CH:19][C:18]=2[F:24])=[C:4]([C:9]([N:11]2[CH2:12][C:13]([C:26]([F:28])([F:27])[F:25])([OH:15])[CH2:14]2)=[O:10])[CH:5]=[CH:6][C:7]=1[F:8]. The yield is 0.690. (3) The reactants are [CH:1]1[N:5]=[CH:4][NH:3][C:2]=1/[CH:6]=[CH:7]/[C:8]([OH:10])=[O:9]. The catalyst is O.[Pd]. The product is [NH:5]1[CH:1]=[C:2]([CH2:6][CH2:7][C:8]([OH:10])=[O:9])[N:3]=[CH:4]1. The yield is 0.960. (4) The reactants are [CH3:1][O:2][C:3](=[O:13])[C:4]1[CH:9]=[CH:8][C:7]([O:10][CH3:11])=[CH:6][C:5]=1[OH:12].S(Cl)([Cl:17])(=O)=O.CO. The catalyst is C(Cl)Cl.Cl. The product is [CH3:1][O:2][C:3](=[O:13])[C:4]1[CH:9]=[C:8]([Cl:17])[C:7]([O:10][CH3:11])=[CH:6][C:5]=1[OH:12]. The yield is 0.806. (5) The reactants are [C:1]([C:3]1[CH:27]=[CH:26][C:6]([CH2:7][N:8]2[CH2:13][CH2:12][CH:11]([NH:14][C:15]([C:17]3[CH:25]=[CH:24][C:20]([C:21]([OH:23])=O)=[CH:19][CH:18]=3)=[O:16])[CH2:10][CH2:9]2)=[CH:5][CH:4]=1)#[N:2].C(N(CC)CC)C.CN(C(ON1N=N[C:45]2[CH:46]=[CH:47][CH:48]=[N:49][C:44]1=2)=[N+](C)C)C.F[P-](F)(F)(F)(F)F.[CH2:59]([O:61][C:62]1[CH:74]=[CH:73][C:65]([CH2:66]C2CCNCC2)=[CH:64][CH:63]=1)[CH3:60]. The catalyst is CN(C)C=O.O. The product is [C:1]([C:3]1[CH:4]=[CH:5][C:6]([CH2:7][N:8]2[CH2:13][CH2:12][CH:11]([NH:14][C:15](=[O:16])[C:17]3[CH:18]=[CH:19][C:20]([C:21]([CH:46]4[CH2:45][CH2:44][N:49]([CH2:66][C:65]5[CH:73]=[CH:74][C:62]([O:61][CH2:59][CH3:60])=[CH:63][CH:64]=5)[CH2:48][CH2:47]4)=[O:23])=[CH:24][CH:25]=3)[CH2:10][CH2:9]2)=[CH:26][CH:27]=1)#[N:2]. The yield is 0.550. (6) The reactants are [O:1]1[CH2:6][CH2:5][N:4]([C:7]2[N:12]=[C:11]([N:13]3[CH2:18][CH2:17][O:16][CH2:15][CH2:14]3)[N:10]=[C:9]([C:19]3[CH:24]=[CH:23][C:22]([NH:25][C:26](=[O:37])[NH:27][C:28]4[CH:36]=[CH:35][C:31]([C:32](O)=[O:33])=[CH:30][CH:29]=4)=[CH:21][CH:20]=3)[N:8]=2)[CH2:3][CH2:2]1.CCN(C(C)C)C(C)C.CN(C(ON1N=NC2C=CC=CC1=2)=[N+](C)C)C.F[P-](F)(F)(F)(F)F.[CH3:71][N:72]1[CH2:77][CH2:76][NH:75][CH2:74][CH2:73]1. The catalyst is CN1C(=O)CCC1. The product is [O:1]1[CH2:6][CH2:5][N:4]([C:7]2[N:12]=[C:11]([N:13]3[CH2:14][CH2:15][O:16][CH2:17][CH2:18]3)[N:10]=[C:9]([C:19]3[CH:24]=[CH:23][C:22]([NH:25][C:26]([NH:27][C:28]4[CH:36]=[CH:35][C:31]([C:32]([N:75]5[CH2:76][CH2:77][N:72]([CH3:71])[CH2:73][CH2:74]5)=[O:33])=[CH:30][CH:29]=4)=[O:37])=[CH:21][CH:20]=3)[N:8]=2)[CH2:3][CH2:2]1. The yield is 0.540. (7) The reactants are [CH2:1]([N:3]([CH2:37][CH3:38])[CH2:4][CH2:5][CH2:6][NH:7][C:8]1[N:9]=[C:10]([C:27]2[CH:28]=[C:29]([CH:33]=[CH:34][C:35]=2[CH3:36])[C:30]([OH:32])=O)[C:11]2[CH:17]=[CH:16][C:15](=[O:18])[N:14]([C:19]3[C:24]([F:25])=[CH:23][CH:22]=[CH:21][C:20]=3[F:26])[C:12]=2[N:13]=1)[CH3:2].[CH3:39][N:40](C(ON1N=NC2C=CC=CC1=2)=[N+](C)C)[CH3:41].F[P-](F)(F)(F)(F)F.CNC. The catalyst is ClCCl.C1COCC1. The product is [CH2:37]([N:3]([CH2:1][CH3:2])[CH2:4][CH2:5][CH2:6][NH:7][C:8]1[N:9]=[C:10]([C:27]2[CH:28]=[C:29]([CH:33]=[CH:34][C:35]=2[CH3:36])[C:30]([N:40]([CH3:41])[CH3:39])=[O:32])[C:11]2[CH:17]=[CH:16][C:15](=[O:18])[N:14]([C:19]3[C:20]([F:26])=[CH:21][CH:22]=[CH:23][C:24]=3[F:25])[C:12]=2[N:13]=1)[CH3:38]. The yield is 0.990. (8) The reactants are [NH2:1][C:2]1[CH:3]=[C:4](B(O)O)[CH:5]=[CH:6][CH:7]=1.Br[C:12]1[CH:13]=[CH:14][C:15]([F:21])=[C:16]([N+:18]([O-:20])=[O:19])[CH:17]=1.C(=O)(O)[O-].[Na+]. The catalyst is C1(C)C=CC=CC=1.C1C=CC([P]([Pd]([P](C2C=CC=CC=2)(C2C=CC=CC=2)C2C=CC=CC=2)([P](C2C=CC=CC=2)(C2C=CC=CC=2)C2C=CC=CC=2)[P](C2C=CC=CC=2)(C2C=CC=CC=2)C2C=CC=CC=2)(C2C=CC=CC=2)C2C=CC=CC=2)=CC=1. The product is [F:21][C:15]1[CH:14]=[CH:13][C:12]([C:4]2[CH:5]=[CH:6][CH:7]=[C:2]([NH2:1])[CH:3]=2)=[CH:17][C:16]=1[N+:18]([O-:20])=[O:19]. The yield is 0.920. (9) The reactants are [C:1]([C:3]1[CH:4]=[C:5]([CH:10]=[CH:11][C:12]=1[OH:13])[C:6]([O:8][CH3:9])=[O:7])#[N:2].Br[CH:15]([CH3:17])[CH3:16].C([O-])([O-])=O.[K+].[K+]. The catalyst is CN(C=O)C.O. The product is [C:1]([C:3]1[CH:4]=[C:5]([CH:10]=[CH:11][C:12]=1[O:13][CH:15]([CH3:17])[CH3:16])[C:6]([O:8][CH3:9])=[O:7])#[N:2]. The yield is 0.910. (10) The reactants are C([N:8](CC1C=CC=CC=1)[C:9]1[C:14]2[N:15]=[C:16]([CH2:26][CH2:27][CH3:28])[N:17]([CH2:18][C:19]3([OH:25])[CH2:24][CH2:23][CH2:22][CH2:21][CH2:20]3)[C:13]=2[C:12]([CH3:29])=[C:11]([CH3:30])[N:10]=1)C1C=CC=CC=1.C([O-])=O.[NH4+]. The catalyst is [Pd].CO.C(O)C. The product is [NH2:8][C:9]1[C:14]2[N:15]=[C:16]([CH2:26][CH2:27][CH3:28])[N:17]([CH2:18][C:19]3([OH:25])[CH2:24][CH2:23][CH2:22][CH2:21][CH2:20]3)[C:13]=2[C:12]([CH3:29])=[C:11]([CH3:30])[N:10]=1. The yield is 0.640.